From a dataset of Full USPTO retrosynthesis dataset with 1.9M reactions from patents (1976-2016). Predict the reactants needed to synthesize the given product. (1) Given the product [F:9][C:10]1[CH:30]=[C:29]([F:31])[CH:28]=[CH:27][C:11]=1[O:12][C:13]1[N:18]=[C:17]2[NH:19][N:20]=[C:21]([I:1])[C:16]2=[C:15]([NH:22][CH2:23][CH:24]([OH:26])[CH3:25])[N:14]=1, predict the reactants needed to synthesize it. The reactants are: [I:1]N1C(=O)CCC1=O.[F:9][C:10]1[CH:30]=[C:29]([F:31])[CH:28]=[CH:27][C:11]=1[O:12][C:13]1[N:18]=[C:17]2[NH:19][N:20]=[CH:21][C:16]2=[C:15]([NH:22][CH2:23][C@H:24]([OH:26])[CH3:25])[N:14]=1. (2) Given the product [CH3:54][N:52]([CH3:53])[CH2:51][CH2:50][O:49][C:47]1[CH:46]=[CH:45][CH:44]=[C:43]2[C:48]=1[C:39]([NH:38][C:26]1[CH:27]=[CH:28][C:29]([O:30][CH2:31][C:32]3[CH:37]=[N:36][CH:35]=[CH:34][N:33]=3)=[C:24]([O:6][CH3:7])[CH:25]=1)=[N:40][CH:41]=[N:42]2, predict the reactants needed to synthesize it. The reactants are: CS(Cl)(=O)=O.[OH:6][CH2:7]C1C=NC=CN=1.C(N(CC)C(C)C)(C)C.Cl[C:24]1[CH:25]=[C:26]([NH:38][C:39]2[C:48]3[C:43](=[CH:44][CH:45]=[CH:46][C:47]=3[O:49][C@@H:50](C)[CH2:51][N:52]([CH3:54])[CH3:53])[N:42]=[CH:41][N:40]=2)[CH:27]=[CH:28][C:29]=1[O:30][CH2:31][C:32]1[CH:37]=[N:36][CH:35]=[CH:34][N:33]=1.C(=O)([O-])[O-].[K+].[K+].C1OCCOCCOCCOCCOCCOC1. (3) Given the product [CH3:13][O:14][C:2]1[CH:11]=[N:10][C:9]2[C:8](=[O:12])[N:7]=[CH:6][NH:5][C:4]=2[CH:3]=1, predict the reactants needed to synthesize it. The reactants are: Cl[C:2]1[CH:11]=[N:10][C:9]2[C:8](=[O:12])[N:7]=[CH:6][NH:5][C:4]=2[CH:3]=1.[CH3:13][O-:14].[Na+].CO.[Cl-].[NH4+]. (4) Given the product [C:1]([C:3]1[CH:4]=[CH:5][C:6]2[N:7]([C:9]([C:12]([NH:38][C:36]3[CH:35]=[CH:34][CH:33]=[C:32]4[C:37]=3[C:29]([CH3:28])=[N:30][N:31]4[CH2:39][C:40]3[CH:45]=[CH:44][CH:43]=[C:42]([CH3:46])[N:41]=3)=[O:14])=[CH:10][N:11]=2)[CH:8]=1)#[N:2], predict the reactants needed to synthesize it. The reactants are: [C:1]([C:3]1[CH:4]=[CH:5][C:6]2[N:7]([C:9]([C:12]([O-:14])=O)=[CH:10][N:11]=2)[CH:8]=1)#[N:2].[Li+].ClC1C=C(Cl)C=C(Cl)C=1C(Cl)=O.[CH3:28][C:29]1[C:37]2[C:36]([NH2:38])=[CH:35][CH:34]=[CH:33][C:32]=2[N:31]([CH2:39][C:40]2[CH:45]=[CH:44][CH:43]=[C:42]([CH3:46])[N:41]=2)[N:30]=1.C(=O)(O)[O-].[Na+]. (5) Given the product [F:1][C:2]1[C:3]2[CH2:14][CH2:13][C:12](=[CH:15][CH2:16][NH:17][C:25](=[O:27])[CH3:26])[C:4]=2[C:5]2[C:9]([CH:10]=1)=[N:8][N:7]([CH3:11])[CH:6]=2, predict the reactants needed to synthesize it. The reactants are: [F:1][C:2]1[C:3]2[CH2:14][CH2:13][C:12](=[CH:15][CH2:16][NH2:17])[C:4]=2[C:5]2[C:9]([CH:10]=1)=[N:8][N:7]([CH3:11])[CH:6]=2.C(N(CC)CC)C.[C:25](OC(=O)C)(=[O:27])[CH3:26]. (6) Given the product [CH3:1][C:2]1[C:10]([O:11][C@H:12]2[CH2:13][CH2:14][C@H:15]([N:18]3[CH2:22][CH2:21][CH2:20][CH2:19]3)[CH2:16][CH2:17]2)=[CH:9][CH:8]=[C:7]2[C:3]=1[CH:4]=[N:5][NH:6]2, predict the reactants needed to synthesize it. The reactants are: [CH3:1][C:2]1[C:10]([O:11][C@H:12]2[CH2:17][CH2:16][C@H:15]([N:18]3[CH2:22][CH2:21][CH2:20][CH2:19]3)[CH2:14][CH2:13]2)=[CH:9][CH:8]=[C:7]2[C:3]=1[CH:4]=[N:5][N:6]2C1CCCCO1.Cl.O1CCOCC1. (7) Given the product [F:1][C:2]1[CH:7]=[C:6]([F:8])[C:5]([F:9])=[CH:4][C:3]=1[C@H:10]1[C@H:15]([NH:16][C:35](=[O:36])[O:37][C:38]([CH3:41])([CH3:40])[CH3:39])[CH:14]=[C:13]([O:17][Si:18]([CH:22]([CH3:24])[CH3:23])([CH:25]([CH3:27])[CH3:26])[CH:19]([CH3:20])[CH3:21])[CH2:12][CH2:11]1, predict the reactants needed to synthesize it. The reactants are: [F:1][C:2]1[CH:7]=[C:6]([F:8])[C:5]([F:9])=[CH:4][C:3]=1[C@H:10]1[C@H:15]([NH2:16])[CH:14]=[C:13]([O:17][Si:18]([CH:25]([CH3:27])[CH3:26])([CH:22]([CH3:24])[CH3:23])[CH:19]([CH3:21])[CH3:20])[CH2:12][CH2:11]1.C(N(CC)CC)C.[C:35](O[C:35]([O:37][C:38]([CH3:41])([CH3:40])[CH3:39])=[O:36])([O:37][C:38]([CH3:41])([CH3:40])[CH3:39])=[O:36].